Dataset: Forward reaction prediction with 1.9M reactions from USPTO patents (1976-2016). Task: Predict the product of the given reaction. (1) The product is: [C:26]1([C:36]2[CH:41]=[CH:40][CH:39]=[CH:38][CH:37]=2)[CH:31]=[CH:30][C:29]([S:32]([NH:1][C:4]2[CH:12]=[C:11]3[C:10](=[CH:6][CH:5]=2)[N:9]([CH2:13][C:14]([NH:16][C@H:17]([C:22]([OH:24])=[O:23])[CH2:18][CH:19]([CH3:21])[CH3:20])=[O:15])[CH:8]=[CH:7]3)(=[O:34])=[O:33])=[CH:28][CH:27]=1. Given the reactants [N+:1]([C:4]1[CH:5]=[C:6]2[C:10](=[CH:11][CH:12]=1)[N:9]([CH2:13][C:14]([NH:16][C@H:17]([C:22]([O:24]C)=[O:23])[CH2:18][CH:19]([CH3:21])[CH3:20])=[O:15])[CH:8]=[CH:7]2)([O-])=O.[C:26]1([C:36]2[CH:41]=[CH:40][CH:39]=[CH:38][CH:37]=2)[CH:31]=[CH:30][C:29]([S:32](Cl)(=[O:34])=[O:33])=[CH:28][CH:27]=1, predict the reaction product. (2) Given the reactants Br[C:2]1[CH:3]=[C:4]2[C:9](=[N:10][CH:11]=1)[NH:8][C:7](=[O:12])[C:6]([CH3:14])([CH3:13])[CH:5]2[OH:15].[C:16]([O:20][C:21]([CH3:24])([CH3:23])[CH3:22])(=[O:19])[CH:17]=[CH2:18].C(N(C(C)C)C(C)C)C.CC1C=CC=CC=1P(C1C=CC=CC=1C)C1C=CC=CC=1C, predict the reaction product. The product is: [OH:15][CH:5]1[C:6]([CH3:14])([CH3:13])[C:7](=[O:12])[NH:8][C:9]2[N:10]=[CH:11][C:2](/[CH:18]=[CH:17]/[C:16]([O:20][C:21]([CH3:24])([CH3:23])[CH3:22])=[O:19])=[CH:3][C:4]1=2. (3) Given the reactants [CH:1]1([C:5]2[CH:14]=[CH:13][CH:12]=[CH:11][C:6]=2[C:7]([O:9]C)=[O:8])[CH2:4][CH2:3][CH2:2]1.C[Si](C)(C)[O-].[K+:20], predict the reaction product. The product is: [CH:1]1([C:5]2[CH:14]=[CH:13][CH:12]=[CH:11][C:6]=2[C:7]([O-:9])=[O:8])[CH2:2][CH2:3][CH2:4]1.[K+:20]. (4) Given the reactants [CH3:1][O:2][C:3]1[CH:8]=[CH:7][CH:6]=[C:5]([NH2:9])[CH:4]=1.C1(S([N:19]2[C:23]3=[N:24][CH:25]=[CH:26][CH:27]=[C:22]3[C:21]([C:28]3[CH:33]=[CH:32][N:31]=[C:30](Cl)[N:29]=3)=[CH:20]2)(=O)=O)C=CC=CC=1, predict the reaction product. The product is: [CH3:1][O:2][C:3]1[CH:4]=[C:5]([NH:9][C:30]2[N:29]=[C:28]([C:21]3[C:22]4[C:23](=[N:24][CH:25]=[CH:26][CH:27]=4)[NH:19][CH:20]=3)[CH:33]=[CH:32][N:31]=2)[CH:6]=[CH:7][CH:8]=1. (5) Given the reactants [CH2:1]([O:3][C:4]1[CH:5]=[C:6]([C@H:12]([N:18]2[C:26](=[O:27])[C:25]3[C:20](=[CH:21][CH:22]=[CH:23][C:24]=3[NH:28][C:29]([CH:31]3[CH2:33][CH2:32]3)=[O:30])[CH2:19]2)[CH2:13][C:14](=[O:17])[NH:15][OH:16])[CH:7]=[CH:8][C:9]=1[O:10][CH3:11])[CH3:2].[CH3:34][C:35]([CH3:41])([CH3:40])[CH2:36][C:37](Cl)=[O:38], predict the reaction product. The product is: [CH3:34][C:35]([CH3:41])([CH3:40])[CH2:36][C:37]([O:16][NH:15][C:14]([CH2:13][C@@H:12]([N:18]1[C:26](=[O:27])[C:25]2[C:20](=[CH:21][CH:22]=[CH:23][C:24]=2[NH:28][C:29]([CH:31]2[CH2:33][CH2:32]2)=[O:30])[CH2:19]1)[C:6]1[CH:7]=[CH:8][C:9]([O:10][CH3:11])=[C:4]([O:3][CH2:1][CH3:2])[CH:5]=1)=[O:17])=[O:38]. (6) Given the reactants [H-].[Na+].O1C[CH2:6][CH2:5][CH2:4]1.[C:8]1([CH2:16][OH:17])[CH:13]=[CH:12][C:11]([CH2:14][OH:15])=[CH:10][CH:9]=1.C(Br)C#C, predict the reaction product. The product is: [CH2:6]([O:15][CH2:14][C:11]1[CH:12]=[CH:13][C:8]([CH2:16][OH:17])=[CH:9][CH:10]=1)[C:5]#[CH:4]. (7) Given the reactants [OH:1][C:2]1[C:3]([CH2:9][OH:10])=[N:4][CH:5]=[C:6](C)[CH:7]=1.[C:11](=O)([O-])[O-].[K+].[K+].I[CH2:18][CH:19]([CH3:21])[CH3:20], predict the reaction product. The product is: [CH2:18]([O:1][C:2]1[C:3]([CH2:9][OH:10])=[N:4][C:5]([CH3:11])=[CH:6][CH:7]=1)[CH:19]([CH3:21])[CH3:20]. (8) Given the reactants [CH3:1][NH2:2].C(O)C.Br[C:7]1[C:15]2[C:10](=[N:11][CH:12]=[C:13]([N+:16]([O-:18])=[O:17])[CH:14]=2)[NH:9][N:8]=1, predict the reaction product. The product is: [CH3:1][NH:2][C:7]1[C:15]2[C:10](=[N:11][CH:12]=[C:13]([N+:16]([O-:18])=[O:17])[CH:14]=2)[NH:9][N:8]=1. (9) Given the reactants [NH2:1][C:2]1[NH:6][N:5]=[CH:4][C:3]=1[C:7]([C:9]1[S:10][CH:11]=[CH:12][CH:13]=1)=[O:8].CN(C)[CH:16]=[CH:17][C:18]([C:20]1[CH:21]=[C:22]([N:26]([CH2:36][CH3:37])[S:27]([C:30]2[CH:35]=[CH:34][CH:33]=[CH:32][CH:31]=2)(=[O:29])=[O:28])[CH:23]=[CH:24][CH:25]=1)=O.C(OCC)(=O)C, predict the reaction product. The product is: [CH2:36]([N:26]([C:22]1[CH:23]=[CH:24][CH:25]=[C:20]([C:18]2[N:6]3[N:5]=[CH:4][C:3]([C:7]([C:9]4[S:10][CH:11]=[CH:12][CH:13]=4)=[O:8])=[C:2]3[N:1]=[CH:16][CH:17]=2)[CH:21]=1)[S:27]([C:30]1[CH:35]=[CH:34][CH:33]=[CH:32][CH:31]=1)(=[O:29])=[O:28])[CH3:37]. (10) Given the reactants CCN=C=NCCCN(C)C.C1C=NC2N(O)N=NC=2C=1.C(N(CC)CC)C.[C:29]([C:32]1[CH:33]=[C:34]([NH:38][CH:39]([C:43]2[CH:48]=[CH:47][C:46]([CH2:49][CH2:50][OH:51])=[C:45]([CH2:52][CH3:53])[CH:44]=2)[C:40](O)=[O:41])[CH:35]=[CH:36][CH:37]=1)(=[O:31])[NH2:30].[CH:54]([S:57][C:58]1[CH:64]=[CH:63][C:61]([NH2:62])=[CH:60][C:59]=1[CH2:65][NH:66][CH3:67])([CH3:56])[CH3:55], predict the reaction product. The product is: [NH2:62][C:61]1[CH:63]=[CH:64][C:58]([S:57][CH:54]([CH3:56])[CH3:55])=[C:59]([CH:60]=1)[CH2:65][N:66]([CH3:67])[C:40](=[O:41])[CH:39]([NH:38][C:34]1[CH:33]=[C:32]([CH:37]=[CH:36][CH:35]=1)[C:29]([NH2:30])=[O:31])[C:43]1[CH:48]=[CH:47][C:46]([CH2:49][CH2:50][OH:51])=[C:45]([CH2:52][CH3:53])[CH:44]=1.